Dataset: Reaction yield outcomes from USPTO patents with 853,638 reactions. Task: Predict the reaction yield, written as a fraction of the theoretical maximum amount of product (1.0 means a 100% yield; for example, 0.34 means a 34% yield). The reactants are CS([C:4]1[N:9]=[C:8]([C:10]2[O:14][CH:13]=[N:12][C:11]=2[C:15]2[CH:20]=[CH:19][CH:18]=[C:17]([N+:21]([O-:23])=[O:22])[CH:16]=2)[CH:7]=[CH:6][N:5]=1)=O.[F:24][C:25]1[CH:26]=[C:27]([NH2:31])[CH:28]=[CH:29][CH:30]=1. The yield is 0.280. The product is [F:24][C:25]1[CH:26]=[C:27]([NH:31][C:4]2[N:9]=[C:8]([C:10]3[O:14][CH:13]=[N:12][C:11]=3[C:15]3[CH:20]=[CH:19][CH:18]=[C:17]([N+:21]([O-:23])=[O:22])[CH:16]=3)[CH:7]=[CH:6][N:5]=2)[CH:28]=[CH:29][CH:30]=1. The catalyst is Cl.CC(N(C)C)=O.